This data is from Full USPTO retrosynthesis dataset with 1.9M reactions from patents (1976-2016). The task is: Predict the reactants needed to synthesize the given product. (1) Given the product [Cl:1][C:2]1[C:3]([C:9]([O:11][CH3:12])=[O:10])=[N:4][CH:5]=[C:6]([O:8][CH3:13])[CH:7]=1, predict the reactants needed to synthesize it. The reactants are: [Cl:1][C:2]1[C:3]([C:9]([O:11][CH3:12])=[O:10])=[N:4][CH:5]=[C:6]([OH:8])[CH:7]=1.[C:13](=O)([O-])[O-].[Cs+].[Cs+].IC.O. (2) Given the product [NH:41]([C:35]([C:12]1[S:13][C:14]([C:15]2[C:24]3[C:19](=[CH:20][CH:21]=[CH:22][CH:23]=3)[C:18]([S:25]([NH:26][C@@H:27]([CH3:32])[C:28]([F:31])([F:30])[F:29])(=[O:33])=[O:34])=[CH:17][CH:16]=2)=[C:10]([C:8]([N:5]2[CH2:6][CH2:7][CH:2]([CH3:1])[CH2:3][CH2:4]2)=[O:9])[N:11]=1)=[O:36])[NH2:42], predict the reactants needed to synthesize it. The reactants are: [CH3:1][CH:2]1[CH2:7][CH2:6][N:5]([C:8]([C:10]2[N:11]=[C:12]([C:35](OCC)=[O:36])[S:13][C:14]=2[C:15]2[C:24]3[C:19](=[CH:20][CH:21]=[CH:22][CH:23]=3)[C:18]([S:25](=[O:34])(=[O:33])[NH:26][C@@H:27]([CH3:32])[C:28]([F:31])([F:30])[F:29])=[CH:17][CH:16]=2)=[O:9])[CH2:4][CH2:3]1.O.[NH2:41][NH2:42].